Dataset: Forward reaction prediction with 1.9M reactions from USPTO patents (1976-2016). Task: Predict the product of the given reaction. (1) Given the reactants Cl[CH2:2][CH2:3][C:4]([NH:6][C:7]1[CH:12]=[CH:11][C:10]([O:13]C)=[CH:9][C:8]=1[CH3:15])=[O:5].[Cl-].[Al+3].[Cl-].[Cl-], predict the reaction product. The product is: [OH:13][C:10]1[CH:11]=[C:12]2[C:7](=[C:8]([CH3:15])[CH:9]=1)[NH:6][C:4](=[O:5])[CH2:3][CH2:2]2. (2) Given the reactants [I:1][C:2]1[CH:3]=[C:4]2[CH:10]=[CH:9][NH:8][C:5]2=[N:6][CH:7]=1.[Cl-].[Cl-].[Cl-].[Al+3].[F:15][C:16]1[C:24]([N+:25]([O-:27])=[O:26])=[CH:23][CH:22]=[C:21]([F:28])[C:17]=1[C:18](Cl)=[O:19], predict the reaction product. The product is: [F:15][C:16]1[C:24]([N+:25]([O-:27])=[O:26])=[CH:23][CH:22]=[C:21]([F:28])[C:17]=1[C:18]([C:10]1[C:4]2[C:5](=[N:6][CH:7]=[C:2]([I:1])[CH:3]=2)[NH:8][CH:9]=1)=[O:19]. (3) Given the reactants CCN(C(C)C)C(C)C.[CH2:10]([OH:15])[CH2:11][CH:12]([OH:14])[CH3:13].[C:16](Cl)(=[O:18])[CH3:17], predict the reaction product. The product is: [OH:14][CH:12]([CH3:13])[CH2:11][CH2:10][O:15][C:16](=[O:18])[CH3:17]. (4) Given the reactants Br[C:2]([F:15])([F:14])[C:3]([NH:5][C:6]1[CH:11]=[CH:10][C:9]([F:12])=[CH:8][C:7]=1[OH:13])=[O:4].N12CCCN=C1CCCCC2, predict the reaction product. The product is: [F:14][C:2]1([F:15])[O:13][C:7]2[CH:8]=[C:9]([F:12])[CH:10]=[CH:11][C:6]=2[NH:5][C:3]1=[O:4].